Dataset: Full USPTO retrosynthesis dataset with 1.9M reactions from patents (1976-2016). Task: Predict the reactants needed to synthesize the given product. (1) The reactants are: [NH2:1][C:2]1[N:3]=[C:4]([NH2:31])[C:5]2[C:10]([CH2:11][CH2:12][CH2:13][C:14]3SC=[C:16]([C:19]([NH:21][C@@H:22]([CH2:26][CH2:27][C:28]([OH:30])=[O:29])[C:23]([OH:25])=[O:24])=[O:20])[CH:15]=3)=[CH:9][O:8][C:6]=2[N:7]=1.C(OC(=O)[C@@H](NC(C1C=C(CCCC2C3C(N)=NC(N)=NC=3OC=2)[S:49][CH:48]=1)=O)CCC(OCC)=O)C.[OH-].[Na+].C(Cl)(Cl)Cl.CO. Given the product [NH2:1][C:2]1[N:3]=[C:4]([NH2:31])[C:5]2[C:10]([CH2:11][CH2:12][CH2:13][C:14]3[CH:15]=[C:16]([C:19]([NH:21][C@@H:22]([CH2:26][CH2:27][C:28]([OH:30])=[O:29])[C:23]([OH:25])=[O:24])=[O:20])[S:49][CH:48]=3)=[CH:9][O:8][C:6]=2[N:7]=1, predict the reactants needed to synthesize it. (2) Given the product [F:1][C:2]1[CH:3]=[C:4]([CH:8]=[CH:9][C:10]=1[O:11][C:12]1[CH:17]=[C:16]([C:18]2[NH:19][C:20]([C:23]3[S:24][CH:25]=[CH:26][N:27]=3)=[CH:21][CH:22]=2)[CH:15]=[C:14]([O:28][C@@H:29]([CH3:33])[CH2:30][O:31][CH3:32])[CH:13]=1)[C:5]([NH:38][CH3:37])=[O:6], predict the reactants needed to synthesize it. The reactants are: [F:1][C:2]1[CH:3]=[C:4]([CH:8]=[CH:9][C:10]=1[O:11][C:12]1[CH:17]=[C:16]([C:18]2[NH:19][C:20]([C:23]3[S:24][CH:25]=[CH:26][N:27]=3)=[CH:21][CH:22]=2)[CH:15]=[C:14]([O:28][C@@H:29]([CH3:33])[CH2:30][O:31][CH3:32])[CH:13]=1)[C:5](O)=[O:6].Cl.CN.[CH3:37][N:38](C(ON1N=NC2C=CC=NC1=2)=[N+](C)C)C.F[P-](F)(F)(F)(F)F.C(N(CC)C(C)C)(C)C.